From a dataset of Full USPTO retrosynthesis dataset with 1.9M reactions from patents (1976-2016). Predict the reactants needed to synthesize the given product. (1) The reactants are: [C:1]([O:4][CH2:5][C:6]([CH3:40])([CH3:39])[CH2:7][N:8]1[C:14]2[CH:15]=[CH:16][C:17]([Cl:19])=[CH:18][C:13]=2[C@@H:12]([C:20]2[CH:25]=[CH:24][CH:23]=[C:22]([O:26][CH3:27])[C:21]=2[O:28][CH3:29])[O:11][C@H:10]([CH2:30]/[CH:31]=[CH:32]/[C:33]([O:35]CC)=[O:34])[C:9]1=[O:38])(=[O:3])[CH3:2].[Mg].N1C=CC=CC=1.C(Cl)(=O)C. Given the product [C:1]([O:4][CH2:5][C:6]([CH3:40])([CH3:39])[CH2:7][N:8]1[C:14]2[CH:15]=[CH:16][C:17]([Cl:19])=[CH:18][C:13]=2[C@@H:12]([C:20]2[CH:25]=[CH:24][CH:23]=[C:22]([O:26][CH3:27])[C:21]=2[O:28][CH3:29])[O:11][C@H:10]([CH2:30][CH2:31][CH2:32][C:33]([OH:35])=[O:34])[C:9]1=[O:38])(=[O:3])[CH3:2], predict the reactants needed to synthesize it. (2) The reactants are: Br[CH2:2][C:3]([C:5]1[C:10](=[O:11])[NH:9][C:8]([CH2:12][CH3:13])=[C:7]([C:14]([O:16][CH2:17][CH3:18])=[O:15])[CH:6]=1)=O.[C:19]1([S:25]([CH2:28][C:29](=[S:31])[NH2:30])(=[O:27])=[O:26])[CH:24]=[CH:23][CH:22]=[CH:21][CH:20]=1. Given the product [CH2:12]([C:8]1[NH:9][C:10](=[O:11])[C:5]([C:3]2[N:30]=[C:29]([CH2:28][S:25]([C:19]3[CH:24]=[CH:23][CH:22]=[CH:21][CH:20]=3)(=[O:27])=[O:26])[S:31][CH:2]=2)=[CH:6][C:7]=1[C:14]([O:16][CH2:17][CH3:18])=[O:15])[CH3:13], predict the reactants needed to synthesize it.